This data is from Forward reaction prediction with 1.9M reactions from USPTO patents (1976-2016). The task is: Predict the product of the given reaction. (1) Given the reactants [NH:1]([C:10]([O:12][C:13]([CH3:16])([CH3:15])[CH3:14])=[O:11])[C@H:2]([C:7]([OH:9])=O)[CH2:3][CH:4]([CH3:6])[CH3:5].[CH3:17][CH:18]([CH2:21][CH3:22])[CH2:19][NH2:20].CCN(C(C)C)C(C)C.CN(C(ON1N=NC2C=CC=CC1=2)=[N+](C)C)C.F[P-](F)(F)(F)(F)F, predict the reaction product. The product is: [CH3:6][CH:4]([CH3:5])[CH2:3][C@H:2]([NH:1][C:10](=[O:11])[O:12][C:13]([CH3:16])([CH3:15])[CH3:14])[C:7]([NH:20][CH2:19][CH:18]([CH3:17])[CH2:21][CH3:22])=[O:9]. (2) Given the reactants CC1C=CC(S(O[CH2:12][CH2:13][CH2:14][CH2:15][C:16]2[C:24]3[C:19](=[CH:20][CH:21]=[C:22]([F:25])[CH:23]=3)[NH:18][CH:17]=2)(=O)=O)=CC=1.[CH3:26][C:27]1[CH:32]=[C:31]([CH3:33])[N:30]=[C:29]([N:34]2[CH2:39][CH2:38][NH:37][CH2:36][CH2:35]2)[N:28]=1.C(=O)([O-])[O-].[K+].[K+].[I-].[K+], predict the reaction product. The product is: [CH3:26][C:27]1[CH:32]=[C:31]([CH3:33])[N:30]=[C:29]([N:34]2[CH2:35][CH2:36][N:37]([CH2:12][CH2:13][CH2:14][CH2:15][C:16]3[C:24]4[C:19](=[CH:20][CH:21]=[C:22]([F:25])[CH:23]=4)[NH:18][CH:17]=3)[CH2:38][CH2:39]2)[N:28]=1. (3) Given the reactants [CH2:1]([C:9]1[CH:14]=[CH:13][CH:12]=[CH:11][CH:10]=1)[CH2:2][CH2:3][CH2:4][CH2:5][CH2:6][C:7]#[CH:8].Br[C:16]1[CH:25]=[CH:24][C:19]([C:20]([O:22][CH3:23])=[O:21])=[CH:18][CH:17]=1.C(N(CC)CC)C, predict the reaction product. The product is: [C:9]1([CH2:1][CH2:2][CH2:3][CH2:4][CH2:5][CH2:6][C:7]#[C:8][C:16]2[CH:25]=[CH:24][C:19]([C:20]([O:22][CH3:23])=[O:21])=[CH:18][CH:17]=2)[CH:10]=[CH:11][CH:12]=[CH:13][CH:14]=1. (4) The product is: [F:3][C:4]1[CH:5]=[C:6]([CH:11]2[CH2:19][CH:18]([OH:20])[CH2:17][CH:16]3[N:12]2[C:13](=[O:21])[CH2:14][CH2:15]3)[CH:7]=[CH:8][C:9]=1[F:10]. Given the reactants [BH4-].[Na+].[F:3][C:4]1[CH:5]=[C:6]([CH:11]2[CH2:19][C:18](=[O:20])[CH2:17][CH:16]3[N:12]2[C:13](=[O:21])[CH2:14][CH2:15]3)[CH:7]=[CH:8][C:9]=1[F:10], predict the reaction product. (5) Given the reactants [F:1][C:2]1[CH:3]=[C:4]2[C:8](=[CH:9][CH:10]=1)[NH:7][C:6](=[O:11])[CH2:5]2.C[Si]([N-][Si](C)(C)C)(C)C.[Li+].O=[C:23]1[C:31]2[C:26](=[N:27][C:28]([C:32]([OH:34])=[O:33])=[CH:29][CH:30]=2)[CH2:25][O:24]1.Cl, predict the reaction product. The product is: [F:1][C:2]1[CH:3]=[C:4]2[C:8](=[CH:9][CH:10]=1)[NH:7][C:6](=[O:11])[C:5]2=[C:23]1[C:31]2[C:26](=[N:27][C:28]([C:32]([OH:34])=[O:33])=[CH:29][CH:30]=2)[CH2:25][O:24]1.